Task: Predict the product of the given reaction.. Dataset: Forward reaction prediction with 1.9M reactions from USPTO patents (1976-2016) (1) Given the reactants C(O)(C(F)(F)F)=O.[C:8](=[O:85])([O:17][C@H:18]1[C@:22]([F:24])([CH3:23])[C@H:21]([N:25]2[CH:33]=[N:32][C:31]3[C:26]2=[N:27][C:28]([NH:36]C(C2C=CC(OC)=CC=2)(C2C=CC(OC)=CC=2)C2C=CC=CC=2)=[N:29][C:30]=3[O:34][CH3:35])[O:20][C@@H:19]1[CH2:60][O:61]C(C1C=CC(OC)=CC=1)(C1C=CC(OC)=CC=1)C1C=CC=CC=1)[O:9][CH2:10][C:11]1[CH:16]=[CH:15][CH:14]=[CH:13][CH:12]=1.C([O-])(O)=O.[Na+], predict the reaction product. The product is: [C:8](=[O:85])([O:9][CH2:10][C:11]1[CH:12]=[CH:13][CH:14]=[CH:15][CH:16]=1)[O:17][C@H:18]1[C@:22]([F:24])([CH3:23])[C@H:21]([N:25]2[CH:33]=[N:32][C:31]3[C:26]2=[N:27][C:28]([NH2:36])=[N:29][C:30]=3[O:34][CH3:35])[O:20][C@@H:19]1[CH2:60][OH:61]. (2) Given the reactants [CH2:1]([C@@H:6]1[CH2:8][C@H:7]1[OH:9])[CH2:2][CH2:3][CH:4]=[CH2:5].[CH2:10]1[C:15](=[O:16])[N:14]([O:17][C:18](ON2C(=O)CCC2=O)=[O:19])[C:12](=[O:13])[CH2:11]1.C(N(CC)CC)C, predict the reaction product. The product is: [CH2:1]([C@@H:6]1[CH2:8][C@H:7]1[O:9][C:18]([O:17][N:14]1[C:15](=[O:16])[CH2:10][CH2:11][C:12]1=[O:13])=[O:19])[CH2:2][CH2:3][C:4]#[CH:5]. (3) Given the reactants FC(F)(F)C(O)=O.[CH3:8][O:9][C:10](=[O:36])[C@@H:11]([NH:14][C:15]([C:17]1[S:18][C:19]([C:23](=[O:35])[NH:24][CH2:25][C:26]2[CH:34]=[CH:33][CH:32]=[C:31]3[C:27]=2[CH:28]=[N:29][NH:30]3)=[CH:20][C:21]=1[Cl:22])=[O:16])[CH2:12][NH2:13].C(N(CC)CC)C.CN(C(ON1N=NC2C=CC=CC1=2)=[N+](C)C)C.F[P-](F)(F)(F)(F)F.C1C=CC2N(O)N=NC=2C=1.[S:78]1[CH:82]=[CH:81][CH:80]=[C:79]1[C:83](O)=[O:84], predict the reaction product. The product is: [CH3:8][O:9][C:10](=[O:36])[C@@H:11]([NH:14][C:15]([C:17]1[S:18][C:19]([C:23](=[O:35])[NH:24][CH2:25][C:26]2[CH:34]=[CH:33][CH:32]=[C:31]3[C:27]=2[CH:28]=[N:29][NH:30]3)=[CH:20][C:21]=1[Cl:22])=[O:16])[CH2:12][NH:13][C:83]([C:79]1[S:78][CH:82]=[CH:81][CH:80]=1)=[O:84]. (4) Given the reactants CC(OI1(OC(C)=O)(OC(C)=O)OC(=O)C2C=CC=CC1=2)=O.[Cl:23][C:24]1[CH:47]=[CH:46][C:27]([CH2:28][N:29]2[C:33]3([CH2:37][CH2:36][N:35]([CH:38]4[CH2:43][CH2:42][CH2:41][CH2:40][CH2:39]4)[C:34]3=[O:44])[CH2:32][C@@H:31]([OH:45])[CH2:30]2)=[CH:26][CH:25]=1.C(Cl)Cl.[O-]S([O-])(=S)=O.[Na+].[Na+].C([O-])(O)=O.[Na+], predict the reaction product. The product is: [Cl:23][C:24]1[CH:25]=[CH:26][C:27]([CH2:28][N:29]2[C:33]3([CH2:37][CH2:36][N:35]([CH:38]4[CH2:43][CH2:42][CH2:41][CH2:40][CH2:39]4)[C:34]3=[O:44])[CH2:32][C:31](=[O:45])[CH2:30]2)=[CH:46][CH:47]=1. (5) Given the reactants [NH2:1][CH2:2][CH2:3][CH2:4][CH2:5][C:6]#[CH:7].C([O-])([O-])=[O:9].[K+].[K+].Br[CH2:15][C:16]([O:18][CH3:19])=[O:17].N#N.C1[CH2:26][O:25][CH2:24][CH2:23]1, predict the reaction product. The product is: [CH2:2]([N:1]([CH2:23][C:24]([O:25][CH3:26])=[O:9])[CH2:15][C:16]([O:18][CH3:19])=[O:17])[CH2:3][CH2:4][CH2:5][C:6]#[CH:7]. (6) The product is: [F:24][C:21]1[CH:22]=[CH:23][C:18]([CH2:17][C:15]2[CH:16]=[C:11]([NH:10][CH2:8][CH2:7][N:3]3[CH2:4][CH2:5][CH2:6][C:2]3=[O:1])[C:12]([C:25]([O:27][CH2:28][CH3:29])=[O:26])=[N:13][CH:14]=2)=[CH:19][CH:20]=1. Given the reactants [O:1]=[C:2]1[CH2:6][CH2:5][CH2:4][N:3]1[CH2:7][CH:8]=O.[NH2:10][C:11]1[C:12]([C:25]([O:27][CH2:28][CH3:29])=[O:26])=[N:13][CH:14]=[C:15]([CH2:17][C:18]2[CH:23]=[CH:22][C:21]([F:24])=[CH:20][CH:19]=2)[CH:16]=1, predict the reaction product. (7) Given the reactants [F:1][CH:2]([F:36])[C:3]1[CH:12]=[C:11]2[C:6]([CH:7]([CH3:35])[CH2:8][CH2:9][N:10]2[C:13]2[C:17]3[CH2:18][N:19]([C:22]([O:24][C:25]([CH3:28])([CH3:27])[CH3:26])=[O:23])[CH2:20][CH2:21][C:16]=3[N:15]([CH:29]3[CH2:34][CH2:33][O:32][CH2:31][CH2:30]3)[N:14]=2)=[CH:5][CH:4]=1.[Br:37]N1C(=O)CCC1=O.O, predict the reaction product. The product is: [Br:37][C:4]1[CH:5]=[C:6]2[C:11](=[CH:12][C:3]=1[CH:2]([F:1])[F:36])[N:10]([C:13]1[C:17]3[CH2:18][N:19]([C:22]([O:24][C:25]([CH3:28])([CH3:27])[CH3:26])=[O:23])[CH2:20][CH2:21][C:16]=3[N:15]([CH:29]3[CH2:30][CH2:31][O:32][CH2:33][CH2:34]3)[N:14]=1)[CH2:9][CH2:8][CH:7]2[CH3:35]. (8) Given the reactants [CH3:1][O:2][C:3](=[O:29])[C@@H:4]([NH:21][C:22]([O:24][C:25]([CH3:28])([CH3:27])[CH3:26])=[O:23])[CH2:5][C:6]1[CH:11]=[CH:10][C:9]([O:12][C:13]2[CH:18]=[CH:17][C:16]([CH:19]=O)=[CH:15][CH:14]=2)=[CH:8][CH:7]=1.C(O)(=O)C1C=CC=CC=1.N1CCCCC1.[S:45]1[CH2:49][C:48](=[O:50])[NH:47][C:46]1=[O:51], predict the reaction product. The product is: [CH3:1][O:2][C:3](=[O:29])[C@@H:4]([NH:21][C:22]([O:24][C:25]([CH3:27])([CH3:26])[CH3:28])=[O:23])[CH2:5][C:6]1[CH:11]=[CH:10][C:9]([O:12][C:13]2[CH:18]=[CH:17][C:16]([CH:19]=[C:49]3[S:45][C:46](=[O:51])[NH:47][C:48]3=[O:50])=[CH:15][CH:14]=2)=[CH:8][CH:7]=1. (9) Given the reactants I[C:2]1[CH:17]=[CH:16][C:5]2[N:6]([CH2:9][CH2:10][N:11]3[CH2:15][CH2:14][CH2:13][CH2:12]3)[CH:7]=[N:8][C:4]=2[CH:3]=1.[Cl:18][C:19]1[CH:24]=[CH:23][C:22]([C:25]2[CH:26]=[CH:27][C:28]([C:31]#[CH:32])=[N:29][CH:30]=2)=[CH:21][CH:20]=1, predict the reaction product. The product is: [Cl:18][C:19]1[CH:20]=[CH:21][C:22]([C:25]2[CH:26]=[CH:27][C:28]([C:31]#[C:32][C:2]3[CH:17]=[CH:16][C:5]4[N:6]([CH2:9][CH2:10][N:11]5[CH2:15][CH2:14][CH2:13][CH2:12]5)[CH:7]=[N:8][C:4]=4[CH:3]=3)=[N:29][CH:30]=2)=[CH:23][CH:24]=1.